From a dataset of Reaction yield outcomes from USPTO patents with 853,638 reactions. Predict the reaction yield, written as a fraction of the theoretical maximum amount of product (1.0 means a 100% yield; for example, 0.34 means a 34% yield). (1) The reactants are Cl.COC(=O)[C@@H](N)COCC1C=CC(C2C=CC=CC=2)=CC=1.FC(F)(F)C1C=CC(C2C=CC(C(O)=O)=CC=2)=CC=1.C[O:43][C:44](=[O:80])[C@@H:45]([NH:61][C:62]([C:64]1[CH:69]=[CH:68][C:67]([C:70]2[CH:75]=[CH:74][C:73]([C:76]([F:79])([F:78])[F:77])=[CH:72][CH:71]=2)=[CH:66][CH:65]=1)=[O:63])[CH2:46][O:47][CH2:48][C:49]1[CH:54]=[CH:53][C:52]([C:55]2[CH:60]=[CH:59][CH:58]=[CH:57][CH:56]=2)=[CH:51][CH:50]=1. No catalyst specified. The product is [C:52]1([C:55]2[CH:56]=[CH:57][CH:58]=[CH:59][CH:60]=2)[CH:51]=[CH:50][C:49]([CH2:48][O:47][CH2:46][C@H:45]([NH:61][C:62]([C:64]2[CH:69]=[CH:68][C:67]([C:70]3[CH:75]=[CH:74][C:73]([C:76]([F:77])([F:78])[F:79])=[CH:72][CH:71]=3)=[CH:66][CH:65]=2)=[O:63])[C:44]([OH:80])=[O:43])=[CH:54][CH:53]=1. The yield is 0.800. (2) The reactants are [C:1]([C:5]1[CH:9]=[C:8]([NH2:10])[N:7]([C:11]2[CH:16]=[CH:15][C:14]([CH3:17])=[CH:13][CH:12]=2)[N:6]=1)([CH3:4])([CH3:3])[CH3:2].C1N=CN([C:23](N2C=NC=C2)=[O:24])C=1.[NH2:30][C:31]1[C:40]2[C:35](=[CH:36][CH:37]=[CH:38][CH:39]=2)[C:34]([O:41][CH2:42][C:43]([C:46]2[CH:51]=[CH:50][N:49]=[C:48]([NH:52][C:53](=[O:59])[O:54][C:55]([CH3:58])([CH3:57])[CH3:56])[CH:47]=2)([CH3:45])[CH3:44])=[CH:33][CH:32]=1. The catalyst is C(Cl)Cl. The product is [C:1]([C:5]1[CH:9]=[C:8]([NH:10][C:23](=[O:24])[NH:30][C:31]2[C:40]3[C:35](=[CH:36][CH:37]=[CH:38][CH:39]=3)[C:34]([O:41][CH2:42][C:43]([C:46]3[CH:51]=[CH:50][N:49]=[C:48]([NH:52][C:53](=[O:59])[O:54][C:55]([CH3:58])([CH3:57])[CH3:56])[CH:47]=3)([CH3:45])[CH3:44])=[CH:33][CH:32]=2)[N:7]([C:11]2[CH:12]=[CH:13][C:14]([CH3:17])=[CH:15][CH:16]=2)[N:6]=1)([CH3:4])([CH3:3])[CH3:2]. The yield is 0.520. (3) The reactants are [CH:1]1([CH2:6][CH:7]([C:11]2[CH:16]=[CH:15][C:14]([S:17]([CH3:20])(=[O:19])=[O:18])=[CH:13][CH:12]=2)[C:8]([OH:10])=O)[CH2:5][CH2:4][CH2:3][CH2:2]1.C(Cl)(=O)C(Cl)=O.Br.[NH2:28][C:29]1[S:30][C:31]([Br:34])=[CH:32][N:33]=1.C(N(CC)CC)C. The catalyst is CN(C)C=O.C(Cl)Cl. The product is [Br:34][C:31]1[S:30][C:29]([NH:28][C:8](=[O:10])[CH:7]([C:11]2[CH:16]=[CH:15][C:14]([S:17]([CH3:20])(=[O:19])=[O:18])=[CH:13][CH:12]=2)[CH2:6][CH:1]2[CH2:2][CH2:3][CH2:4][CH2:5]2)=[N:33][CH:32]=1. The yield is 0.350. (4) The reactants are F[C:2]1[CH:7]=[CH:6][C:5]([CH3:8])=[C:4]([N+:9]([O-:11])=[O:10])[CH:3]=1.[CH3:12][N:13]1[CH2:18][CH2:17][NH:16][CH2:15][CH2:14]1. No catalyst specified. The product is [CH3:12][N:13]1[CH2:18][CH2:17][N:16]([C:2]2[CH:7]=[CH:6][C:5]([CH3:8])=[C:4]([N+:9]([O-:11])=[O:10])[CH:3]=2)[CH2:15][CH2:14]1. The yield is 0.480. (5) The reactants are C1([C@]2(O)[CH2:8][CH2:7][NH:6][C@H:5]2[CH:9]([CH3:11])[CH3:10])CC1.F[C:14]1[CH:21]=[CH:20][C:17]([C:18]#[N:19])=[C:16]([O:22][CH3:23])[CH:15]=1.[C:24](=[O:27])([O-])[O-].[Li+].[Li+].O. The catalyst is CS(C)=O. The product is [OH:27][C@H:24]1[C:9]([CH3:11])([CH3:10])[CH2:5][N:6]([C:14]2[CH:21]=[CH:20][C:17]([C:18]#[N:19])=[C:16]([O:22][CH3:23])[CH:15]=2)[C@@H:7]1[CH3:8]. The yield is 0.450. (6) The reactants are [NH2:1][C:2]1[CH:3]=[C:4]([OH:9])[CH:5]=[CH:6][C:7]=1[CH3:8].CC(C)([O-])C.[K+].I[C:17]1[CH:18]=[CH:19][C:20]2[N:21]([CH:23]=[C:24]([NH:26][C:27](=[O:29])[CH3:28])[N:25]=2)[N:22]=1.C(=O)([O-])[O-].[K+].[K+]. The catalyst is CN(C)C=O.[Cl-].[Na+].O. The product is [NH2:1][C:2]1[CH:3]=[C:4]([CH:5]=[CH:6][C:7]=1[CH3:8])[O:9][C:17]1[CH:18]=[CH:19][C:20]2[N:21]([CH:23]=[C:24]([NH:26][C:27](=[O:29])[CH3:28])[N:25]=2)[N:22]=1. The yield is 0.420.